From a dataset of Forward reaction prediction with 1.9M reactions from USPTO patents (1976-2016). Predict the product of the given reaction. (1) Given the reactants [Br:1][C:2]1[CH:7]=[CH:6][C:5]([C:8]([CH2:10][CH2:11][CH2:12][CH3:13])=[CH2:9])=[CH:4][CH:3]=1.[CH3:14]C1C=CC(C(C(C)C)=C)=CC=1.C([Zn]CC)C.CCCCCC.FC(F)(F)C(O)=O.ICI.[Cl-].[NH4+], predict the reaction product. The product is: [Br:1][C:2]1[CH:7]=[CH:6][C:5]([C:8]2([CH2:10][CH2:11][CH2:12][CH3:13])[CH2:14][CH2:9]2)=[CH:4][CH:3]=1. (2) Given the reactants C(N(CC)CC)C.[CH3:8][S:9](Cl)(=[O:11])=[O:10].[CH2:13]([O:17][C:18]1[CH:23]=[CH:22][C:21]([S:24]([NH:27][CH2:28][C:29]([N:38]2[CH2:43][CH2:42][NH:41][CH2:40][CH2:39]2)([C:34]([O:36][CH3:37])=[O:35])[C:30]([O:32][CH3:33])=[O:31])(=[O:26])=[O:25])=[CH:20][CH:19]=1)[C:14]#[C:15][CH3:16], predict the reaction product. The product is: [CH2:13]([O:17][C:18]1[CH:23]=[CH:22][C:21]([S:24]([NH:27][CH2:28][C:29]([N:38]2[CH2:39][CH2:40][N:41]([S:9]([CH3:8])(=[O:11])=[O:10])[CH2:42][CH2:43]2)([C:30]([O:32][CH3:33])=[O:31])[C:34]([O:36][CH3:37])=[O:35])(=[O:26])=[O:25])=[CH:20][CH:19]=1)[C:14]#[C:15][CH3:16]. (3) Given the reactants [O:1]=[S:2]1(=[O:15])[CH2:6][C:5]2[CH:7]=[CH:8][C:9]([CH2:11][C:12]([OH:14])=O)=[CH:10][C:4]=2[NH:3]1.CCN=C=NCCCN(C)C.C1C=CC2N(O)N=NC=2C=1.[C:37]([C:41]1[CH:42]=[C:43]([C@H:47]([NH:55][CH3:56])[CH2:48][N:49]2[CH2:53][CH2:52][C@H:51]([OH:54])[CH2:50]2)[CH:44]=[CH:45][CH:46]=1)#[C:38][CH2:39][CH3:40], predict the reaction product. The product is: [C:37]([C:41]1[CH:42]=[C:43]([C@H:47]([N:55]([CH3:56])[C:12](=[O:14])[CH2:11][C:9]2[CH:8]=[CH:7][C:5]3[CH2:6][S:2](=[O:1])(=[O:15])[NH:3][C:4]=3[CH:10]=2)[CH2:48][N:49]2[CH2:53][CH2:52][C@H:51]([OH:54])[CH2:50]2)[CH:44]=[CH:45][CH:46]=1)#[C:38][CH2:39][CH3:40]. (4) Given the reactants [F:1][C:2]1[CH:3]=[CH:4][C:5]([NH:8][NH:9][C:10]([N:12]2[CH2:17][CH2:16][CH2:15][CH2:14][C@@H:13]2[CH3:18])=O)=[N:6][CH:7]=1.C1C=CC(P(C2C=CC=CC=2)C2C=CC=CC=2)=CC=1.CCN(CC)CC.ClC(Cl)(Cl)C(Cl)(Cl)Cl.N, predict the reaction product. The product is: [F:1][C:2]1[CH:3]=[CH:4][C:5]2[N:6]([C:10]([N:12]3[CH2:17][CH2:16][CH2:15][CH2:14][C@@H:13]3[CH3:18])=[N:9][N:8]=2)[CH:7]=1. (5) Given the reactants [CH3:1][C:2]1[N:7]=[C:6]([C:8]([NH2:10])=[NH:9])[CH:5]=[CH:4][CH:3]=1.[C:11](OC)(=[O:17])[CH2:12][C:13](OC)=[O:14].C[O-].[Na+], predict the reaction product. The product is: [CH3:1][C:2]1[N:7]=[C:6]([C:8]2[N:10]=[C:13]([OH:14])[CH:12]=[C:11]([OH:17])[N:9]=2)[CH:5]=[CH:4][CH:3]=1. (6) The product is: [CH3:19][N:20]([CH3:39])[C:21]([C:23]1[N:32]([CH:33]2[CH2:38][CH2:37][CH2:36][CH2:35][CH2:34]2)[C:26]2[N:27]=[C:28]([NH:1][C:2]3[CH:3]=[CH:4][C:5]([N:8]4[CH2:13][CH2:12][N:11]5[CH2:14][CH2:15][CH2:16][CH2:17][CH:10]5[C:9]4=[O:18])=[CH:6][N:7]=3)[N:29]=[CH:30][C:25]=2[CH:24]=1)=[O:22]. Given the reactants [NH2:1][C:2]1[N:7]=[CH:6][C:5]([N:8]2[CH2:13][CH2:12][N:11]3[CH2:14][CH2:15][CH2:16][CH2:17][CH:10]3[C:9]2=[O:18])=[CH:4][CH:3]=1.[CH3:19][N:20]([CH3:39])[C:21]([C:23]1[N:32]([CH:33]2[CH2:38][CH2:37][CH2:36][CH2:35][CH2:34]2)[C:26]2[N:27]=[C:28](Cl)[N:29]=[CH:30][C:25]=2[CH:24]=1)=[O:22], predict the reaction product.